From a dataset of Full USPTO retrosynthesis dataset with 1.9M reactions from patents (1976-2016). Predict the reactants needed to synthesize the given product. (1) Given the product [CH2:6]([O:5][C:1](=[O:4])[CH2:2][O:3][S:21]([CH3:20])(=[O:23])=[O:22])[C:7]1[CH:12]=[CH:11][CH:10]=[CH:9][CH:8]=1, predict the reactants needed to synthesize it. The reactants are: [C:1]([O:5][CH2:6][C:7]1[CH:12]=[CH:11][CH:10]=[CH:9][CH:8]=1)(=[O:4])[CH2:2][OH:3].C(N(CC)CC)C.[CH3:20][S:21](Cl)(=[O:23])=[O:22]. (2) Given the product [NH2:28][C:27]1[N:29]=[C:30]([S:31][CH3:33])[C:8]([C:9]#[N:10])=[C:6]([C:5]2[CH:4]=[C:3]([O:2][CH3:1])[C:13]([O:14][CH3:15])=[C:12]([O:16][CH3:17])[CH:11]=2)[N:26]=1, predict the reactants needed to synthesize it. The reactants are: [CH3:1][O:2][C:3]1[CH:4]=[C:5]([CH:11]=[C:12]([O:16][CH3:17])[C:13]=1[O:14][CH3:15])[C:6]([CH2:8][C:9]#[N:10])=O.[H-].[Na+].CI.[N+]([O-])(O)=O.[NH2:26][C:27]([NH2:29])=[NH:28].[CH3:30][S:31]([CH3:33])=O. (3) Given the product [NH2:1][C:2]1[CH:3]=[C:4]([CH3:27])[C:5]([O:11][C:12]2[CH:13]=[CH:14][C:15]([OH:26])=[C:16]([CH:23]([OH:25])[CH3:24])[C:17]=2[CH2:18][OH:19])=[C:6]2[C:10]=1[CH2:9][CH2:8][CH2:7]2, predict the reactants needed to synthesize it. The reactants are: [NH2:1][C:2]1[CH:3]=[C:4]([CH3:27])[C:5]([O:11][C:12]2[C:17]([C:18](OCC)=[O:19])=[C:16]([C:23](=[O:25])[CH3:24])[C:15]([OH:26])=[CH:14][CH:13]=2)=[C:6]2[C:10]=1[CH2:9][CH2:8][CH2:7]2.[BH4-].[Li+].C(O)C.C(O)(=O)CC(CC(O)=O)(C(O)=O)O. (4) Given the product [NH:28]1[CH2:29][CH:26]([O:25][C:21]2[CH:20]=[C:19]([C:17]3[C:16]4[CH2:15][CH2:14][CH2:13][CH2:12][C:11]=4[N:10]=[C:9]([O:8][CH2:7][C:2]4[CH:3]=[CH:4][CH:5]=[CH:6][N:1]=4)[CH:18]=3)[CH:24]=[N:23][CH:22]=2)[CH2:27]1, predict the reactants needed to synthesize it. The reactants are: [N:1]1[CH:6]=[CH:5][CH:4]=[CH:3][C:2]=1[CH2:7][O:8][C:9]1[CH:18]=[C:17]([C:19]2[CH:20]=[C:21]([O:25][CH:26]3[CH2:29][N:28](C(OC(C)(C)C)=O)[CH2:27]3)[CH:22]=[N:23][CH:24]=2)[C:16]2[CH2:15][CH2:14][CH2:13][CH2:12][C:11]=2[N:10]=1.Cl.C(=O)([O-])[O-].[K+].[K+]. (5) Given the product [C:9]([C:8]([CH3:11])([CH3:12])[C:5]1[CH:6]=[CH:7][C:2]([NH:1][C:19](=[O:20])[C:18]2[CH:22]=[CH:23][C:24]([O:25][CH3:26])=[C:16]([O:15][CH3:14])[CH:17]=2)=[CH:3][C:4]=1[F:13])#[N:10], predict the reactants needed to synthesize it. The reactants are: [NH2:1][C:2]1[CH:7]=[CH:6][C:5]([C:8]([CH3:12])([CH3:11])[C:9]#[N:10])=[C:4]([F:13])[CH:3]=1.[CH3:14][O:15][C:16]1[CH:17]=[C:18]([CH:22]=[CH:23][C:24]=1[O:25][CH3:26])[C:19](Cl)=[O:20].C(N(CC)CC)C. (6) Given the product [CH2:1]([CH:7]1[O:8][C:11]2=[N:15][C:14]3[CH:16]=[CH:17][CH:18]=[CH:19][C:13]=3[N:12]2[CH2:9]1)[CH2:2][CH2:3][CH2:4][CH:5]=[CH2:6], predict the reactants needed to synthesize it. The reactants are: [CH2:1]([CH:7]1[CH2:9][O:8]1)[CH2:2][CH2:3][CH2:4][CH:5]=[CH2:6].Cl[C:11]1[NH:12][C:13]2[CH:19]=[CH:18][CH:17]=[CH:16][C:14]=2[N:15]=1.C(=O)([O-])[O-].[Cs+].[Cs+]. (7) Given the product [Cl:1][C:2]1[CH:3]=[C:4]2[C:8]([C:11]([I:20])=[C:12]([C:13]3[CH:18]=[CH:17][CH:16]=[CH:15][C:14]=3[Cl:19])[N+:6]([O-:7])=[CH:5]2)=[CH:9][N:10]=1, predict the reactants needed to synthesize it. The reactants are: [Cl:1][C:2]1[CH:3]=[C:4]([C:8]([C:11]#[C:12][C:13]2[CH:18]=[CH:17][CH:16]=[CH:15][C:14]=2[Cl:19])=[CH:9][N:10]=1)[CH:5]=[N:6][OH:7].[I:20]Cl. (8) Given the product [CH2:1]([C:3]1[CH:13]=[CH:12][CH:11]=[CH:10][C:4]=1[N:5]([CH2:6][CH:7]([CH3:9])[CH3:8])[S:22]([C:19]1[CH:20]=[CH:21][C:16]([CH:14]=[CH2:15])=[CH:17][CH:18]=1)(=[O:24])=[O:23])[CH3:2], predict the reactants needed to synthesize it. The reactants are: [CH2:1]([C:3]1[CH:13]=[CH:12][CH:11]=[CH:10][C:4]=1[NH:5][CH2:6][CH:7]([CH3:9])[CH3:8])[CH3:2].[CH:14]([C:16]1[CH:21]=[CH:20][C:19]([S:22](Cl)(=[O:24])=[O:23])=[CH:18][CH:17]=1)=[CH2:15].C(OCC)(=O)C.